This data is from CYP2C19 inhibition data for predicting drug metabolism from PubChem BioAssay. The task is: Regression/Classification. Given a drug SMILES string, predict its absorption, distribution, metabolism, or excretion properties. Task type varies by dataset: regression for continuous measurements (e.g., permeability, clearance, half-life) or binary classification for categorical outcomes (e.g., BBB penetration, CYP inhibition). Dataset: cyp2c19_veith. (1) The drug is O=c1[nH]ccc2c(O)cccc12. The result is 0 (non-inhibitor). (2) The compound is CC[N+](CC)(CC)CC[C@](O)(c1ccccc1)C1CCCCC1. The result is 0 (non-inhibitor). (3) The result is 0 (non-inhibitor). The molecule is Cc1ccc(-n2cnc(=O)c3cccnc32)cc1. (4) The compound is Cc1cccc[n+]1CC(=O)Nc1ccc([N+](=O)[O-])cc1Cl.[Cl-]. The result is 1 (inhibitor).